From a dataset of Aqueous solubility values for 9,982 compounds from the AqSolDB database. Regression/Classification. Given a drug SMILES string, predict its absorption, distribution, metabolism, or excretion properties. Task type varies by dataset: regression for continuous measurements (e.g., permeability, clearance, half-life) or binary classification for categorical outcomes (e.g., BBB penetration, CYP inhibition). For this dataset (solubility_aqsoldb), we predict Y. (1) The molecule is Cc1cc(C)c(C(=O)P(=O)(C(=O)c2c(C)cc(C)cc2C)c2ccccc2)c(C)c1. The Y is -6.62 log mol/L. (2) The drug is C=CC1(C)OC(=O)N(c2cc(Cl)cc(Cl)c2)C1=O. The Y is -4.92 log mol/L. (3) The molecule is CCOC(=O)c1ccc(O)cc1. The Y is -2.20 log mol/L. (4) The drug is O=C1C(=O)c2ccccc2-c2ccccc21. The Y is -4.44 log mol/L. (5) The compound is N[C@H](C(=O)O)[C@@H](O)C(=O)O. The Y is -0.827 log mol/L.